This data is from Forward reaction prediction with 1.9M reactions from USPTO patents (1976-2016). The task is: Predict the product of the given reaction. (1) Given the reactants C([N:8]([C@H:19]1[CH2:24][CH2:23][N:22]([CH2:25][CH2:26][O:27][Si:28]([C:31]([CH3:34])([CH3:33])[CH3:32])([CH3:30])[CH3:29])[CH2:21][C@H:20]1[F:35])C(=O)OCC1C=CC=CC=1)C1C=CC=CC=1, predict the reaction product. The product is: [Si:28]([O:27][CH2:26][CH2:25][N:22]1[CH2:23][CH2:24][C@H:19]([NH2:8])[C@H:20]([F:35])[CH2:21]1)([C:31]([CH3:34])([CH3:33])[CH3:32])([CH3:30])[CH3:29]. (2) Given the reactants C[O:2][C:3](=[O:29])/[CH:4]=[CH:5]/[C:6]1[CH:7]=[C:8]2[C:25](=[CH:26][CH:27]=1)[O:24][C:11]1([CH2:14][N:13]([CH2:15][CH2:16][C:17]3[CH:22]=[CH:21][C:20]([F:23])=[CH:19][CH:18]=3)[CH2:12]1)[CH2:10][C:9]2=[O:28].Cl, predict the reaction product. The product is: [F:23][C:20]1[CH:21]=[CH:22][C:17]([CH2:16][CH2:15][N:13]2[CH2:14][C:11]3([CH2:10][C:9](=[O:28])[C:8]4[C:25](=[CH:26][CH:27]=[C:6](/[CH:5]=[CH:4]/[C:3]([OH:29])=[O:2])[CH:7]=4)[O:24]3)[CH2:12]2)=[CH:18][CH:19]=1. (3) Given the reactants Cl[C:2]1[CH:7]=[C:6]([C:8]2[NH:9][C:10]3[C:15]([CH:16]=2)=[C:14]([F:17])[CH:13]=[CH:12][CH:11]=3)[C:5]([CH:18]=[C:19]([CH3:21])[CH3:20])=[CH:4][N:3]=1.[F:22][C:23]1[CH:28]=[CH:27][C:26]([C:29]2[O:30][C:31]3[CH:41]=[C:40]([N:42]([CH3:47])[S:43]([CH3:46])(=[O:45])=[O:44])[C:39](B4OC(C)(C)C(C)(C)O4)=[CH:38][C:32]=3[C:33]=2[C:34]([NH:36][CH3:37])=[O:35])=[CH:25][CH:24]=1.CC(C1C=C(C(C)C)C(C2C=CC=CC=2P(C2CCCCC2)C2CCCCC2)=C(C(C)C)C=1)C.[O-]P([O-])([O-])=O.[K+].[K+].[K+], predict the reaction product. The product is: [F:17][C:14]1[CH:13]=[CH:12][CH:11]=[C:10]2[C:15]=1[CH:16]=[C:8]([C:6]1[C:5]([CH:18]=[C:19]([CH3:21])[CH3:20])=[CH:4][N:3]=[C:2]([C:39]3[C:40]([N:42]([CH3:47])[S:43]([CH3:46])(=[O:45])=[O:44])=[CH:41][C:31]4[O:30][C:29]([C:26]5[CH:27]=[CH:28][C:23]([F:22])=[CH:24][CH:25]=5)=[C:33]([C:34]([NH:36][CH3:37])=[O:35])[C:32]=4[CH:38]=3)[CH:7]=1)[NH:9]2.